Dataset: Forward reaction prediction with 1.9M reactions from USPTO patents (1976-2016). Task: Predict the product of the given reaction. (1) Given the reactants [Cl:1][C:2]1[CH:3]=[CH:4][C:5]2[N:6]([C:8](I)=[C:9]([NH:11][C:12](=[O:14])[CH3:13])[N:10]=2)[N:7]=1.[N:16]1[CH:21]=[CH:20][C:19](B(O)O)=[CH:18][CH:17]=1.C(=O)([O-])[O-].[Na+].[Na+].FC(F)(F)C(O)=O, predict the reaction product. The product is: [Cl:1][C:2]1[CH:3]=[CH:4][C:5]2[N:6]([C:8]([C:19]3[CH:20]=[CH:21][N:16]=[CH:17][CH:18]=3)=[C:9]([NH:11][C:12](=[O:14])[CH3:13])[N:10]=2)[N:7]=1. (2) Given the reactants Cl[C:2]1[C:7]([N+:8]([O-:10])=[O:9])=[C:6]([NH:11][CH2:12][CH2:13][CH2:14][C:15]([O:17][CH2:18][CH3:19])=[O:16])[C:5]([CH3:20])=[C:4]([CH3:21])[N:3]=1.[N-:22]=[N+:23]=[N-:24].[Na+].O.O.O.O.O.O.O.[Cl-].[Ce+3].[Cl-].[Cl-].C(#N)C, predict the reaction product. The product is: [CH3:21][C:4]1[N:3]2[N:22]=[N:23][N:24]=[C:2]2[C:7]([N+:8]([O-:10])=[O:9])=[C:6]([NH:11][CH2:12][CH2:13][CH2:14][C:15]([O:17][CH2:18][CH3:19])=[O:16])[C:5]=1[CH3:20].